This data is from Full USPTO retrosynthesis dataset with 1.9M reactions from patents (1976-2016). The task is: Predict the reactants needed to synthesize the given product. (1) Given the product [F:14][C:11]1[CH:10]=[CH:9][C:8]([C:6]2[CH:7]=[C:2]([OH:43])[CH:3]=[C:4]([CH2:15][O:16][CH2:17][C:18]3([C:31]4[CH:32]=[CH:33][CH:34]=[CH:35][CH:36]=4)[CH2:19][CH2:20][N:21]([C:24]([O:26][C:27]([CH3:28])([CH3:30])[CH3:29])=[O:25])[CH2:22][CH2:23]3)[CH:5]=2)=[CH:13][CH:12]=1, predict the reactants needed to synthesize it. The reactants are: Br[C:2]1[CH:3]=[C:4]([CH2:15][O:16][CH2:17][C:18]2([C:31]3[CH:36]=[CH:35][CH:34]=[CH:33][CH:32]=3)[CH2:23][CH2:22][N:21]([C:24]([O:26][C:27]([CH3:30])([CH3:29])[CH3:28])=[O:25])[CH2:20][CH2:19]2)[CH:5]=[C:6]([C:8]2[CH:13]=[CH:12][C:11]([F:14])=[CH:10][CH:9]=2)[CH:7]=1.C([Li])CCC.C[O:43]B(OC)OC.[OH-].[Na+].OO.[Cl-].[NH4+]. (2) Given the product [CH2:26]([O:33][C:22]1[CH:23]=[CH:24][C:19]([CH2:18][C:3]2[C:4]([CH3:17])=[C:5]([C:15]#[N:16])[C:6]3[N:10]([C:2]=2[Cl:1])[C:9]2[CH:11]=[CH:12][CH:13]=[CH:14][C:8]=2[N:7]=3)=[CH:20][CH:21]=1)[C:27]1[CH:32]=[CH:31][CH:30]=[CH:29][CH:28]=1, predict the reactants needed to synthesize it. The reactants are: [Cl:1][C:2]1[N:10]2[C:6](=[N:7][C:8]3[CH:14]=[CH:13][CH:12]=[CH:11][C:9]=32)[C:5]([C:15]#[N:16])=[C:4]([CH3:17])[C:3]=1[CH2:18][C:19]1[CH:24]=[CH:23][C:22](F)=[CH:21][CH:20]=1.[CH2:26]([O:33]C1C=CC(CC2C(=O)N3C(NC4C=CC=CC=43)=C(C#N)C=2C)=CC=1)[C:27]1[CH:32]=[CH:31][CH:30]=[CH:29][CH:28]=1. (3) The reactants are: [OH:1][C:2]1[CH:9]=[CH:8][CH:7]=[CH:6][C:3]=1[CH2:4][OH:5].[C:10]1([C:16]2[CH:23]=[CH:22][C:19]([CH2:20]Cl)=[CH:18][CH:17]=2)[CH:15]=[CH:14][CH:13]=[CH:12][CH:11]=1.C(=O)([O-])[O-].[K+].[K+]. Given the product [C:16]1([C:10]2[CH:11]=[CH:12][CH:13]=[CH:14][CH:15]=2)[CH:17]=[CH:18][C:19]([CH2:20][O:1][C:2]2[CH:9]=[CH:8][CH:7]=[CH:6][C:3]=2[CH2:4][OH:5])=[CH:22][CH:23]=1, predict the reactants needed to synthesize it. (4) Given the product [CH2:16]([CH:9]([CH2:10][CH2:11][CH2:12][OH:13])[CH2:7][OH:8])[CH2:17][CH2:18][CH2:19][CH2:20][CH2:21][CH3:22], predict the reactants needed to synthesize it. The reactants are: C(O)(C)C.[BH4-].[Na+].[CH:7]([CH:9]([CH2:16][CH2:17][CH2:18][CH2:19][CH2:20][CH2:21][CH3:22])[CH2:10][CH2:11][C:12](OC)=[O:13])=[O:8].Cl. (5) Given the product [CH3:20][C:7]1[CH:6]=[C:5]([OH:4])[CH:19]=[CH:18][C:8]=1[CH2:9][O:10][CH2:11][CH2:12][N:13]1[CH:17]=[CH:16][N:15]=[N:14]1, predict the reactants needed to synthesize it. The reactants are: C([O:4][C:5]1[CH:19]=[CH:18][C:8]([CH2:9][O:10][CH2:11][CH2:12][N:13]2[CH:17]=[CH:16][N:15]=[N:14]2)=[C:7]([CH3:20])[CH:6]=1)C=C.CN1C(=O)CC(=O)N(C)C1=O. (6) Given the product [F:11][C:8]1[CH:9]=[CH:10][C:5]2[N:6]([CH:12]=[C:3]([CH2:2][N:29]([C@H:26]3[CH2:25][CH2:24][C@@H:23]([N:20]4[C:21](=[O:22])[C:16]5[CH:15]=[C:14]([F:13])[CH:46]=[N:45][C:17]=5[N:18]([C:38]5[CH:43]=[CH:42][CH:41]=[C:40]([I:44])[CH:39]=5)[C:19]4=[O:37])[CH2:28][CH2:27]3)[C:30](=[O:36])[O:31][C:32]([CH3:35])([CH3:34])[CH3:33])[N:4]=2)[CH:7]=1, predict the reactants needed to synthesize it. The reactants are: Cl[CH2:2][C:3]1[N:4]=[C:5]2[CH:10]=[CH:9][C:8]([F:11])=[CH:7][N:6]2[CH:12]=1.[F:13][C:14]1[CH:46]=[N:45][C:17]2[N:18]([C:38]3[CH:43]=[CH:42][CH:41]=[C:40]([I:44])[CH:39]=3)[C:19](=[O:37])[N:20]([C@@H:23]3[CH2:28][CH2:27][C@H:26]([NH:29][C:30](=[O:36])[O:31][C:32]([CH3:35])([CH3:34])[CH3:33])[CH2:25][CH2:24]3)[C:21](=[O:22])[C:16]=2[CH:15]=1.CCN(C(C)C)C(C)C.C(=O)(OC(C)(C)C)OC(C)(C)C.